This data is from Forward reaction prediction with 1.9M reactions from USPTO patents (1976-2016). The task is: Predict the product of the given reaction. Given the reactants [F:1][C:2]1[CH:3]=[C:4]([CH:44]=[CH:45][CH:46]=1)[CH2:5][N:6]1[C:10]([CH3:11])=[C:9]([C:12]2[C:20]3[C:15](=[N:16][CH:17]=[C:18]([C:21]4[CH:26]=[CH:25][C:24]([N:27]5[CH2:32][CH2:31][O:30][CH2:29][CH2:28]5)=[CH:23][CH:22]=4)[CH:19]=3)[N:14](S(C3C=CC(C)=CC=3)(=O)=O)[CH:13]=2)[C:8]([CH3:43])=[N:7]1.[OH-].[Li+], predict the reaction product. The product is: [F:1][C:2]1[CH:3]=[C:4]([CH:44]=[CH:45][CH:46]=1)[CH2:5][N:6]1[C:10]([CH3:11])=[C:9]([C:12]2[C:20]3[C:15](=[N:16][CH:17]=[C:18]([C:21]4[CH:22]=[CH:23][C:24]([N:27]5[CH2:28][CH2:29][O:30][CH2:31][CH2:32]5)=[CH:25][CH:26]=4)[CH:19]=3)[NH:14][CH:13]=2)[C:8]([CH3:43])=[N:7]1.